From a dataset of Reaction yield outcomes from USPTO patents with 853,638 reactions. Predict the reaction yield, written as a fraction of the theoretical maximum amount of product (1.0 means a 100% yield; for example, 0.34 means a 34% yield). (1) The reactants are [C:1]1([C:7]2[CH:15]=[CH:14][C:10]([C:11]([NH2:13])=[S:12])=[CH:9][N:8]=2)[CH:6]=[CH:5][CH:4]=[CH:3][CH:2]=1.[CH3:16][O:17][C:18](=[O:25])[CH2:19][C:20](=O)[CH:21](Br)[CH3:22].C([O-])(O)=O.[Na+]. The catalyst is O1CCOCC1. The product is [CH3:16][O:17][C:18](=[O:25])[CH2:19][C:20]1[N:13]=[C:11]([C:10]2[CH:9]=[N:8][C:7]([C:1]3[CH:2]=[CH:3][CH:4]=[CH:5][CH:6]=3)=[CH:15][CH:14]=2)[S:12][C:21]=1[CH3:22]. The yield is 0.560. (2) The product is [Cl:24][C:25]1[CH:26]=[C:27]([NH:28][CH2:5][C:6]([NH:8][C:9]2[CH:14]=[C:13]([C:15]([F:18])([F:17])[F:16])[CH:12]=[C:11]([NH:19][C:20](=[O:23])[CH2:21][NH:8][C:9]3[CH:10]=[CH:11][CH:12]=[C:1]([Cl:3])[CH:14]=3)[CH:10]=2)=[O:7])[CH:29]=[CH:30][CH:31]=1. The catalyst is C(OCC)(=O)C. The reactants are [CH2:1]([Cl:3])Cl.Br[CH2:5][C:6]([NH:8][C:9]1[CH:14]=[C:13]([C:15]([F:18])([F:17])[F:16])[CH:12]=[C:11]([NH:19][C:20](=[O:23])[CH2:21]Br)[CH:10]=1)=[O:7].[Cl:24][C:25]1[CH:26]=[C:27]([CH:29]=[CH:30][CH:31]=1)[NH2:28]. The yield is 0.920.